This data is from Full USPTO retrosynthesis dataset with 1.9M reactions from patents (1976-2016). The task is: Predict the reactants needed to synthesize the given product. (1) Given the product [F:40][CH2:39][CH2:38][CH2:37][O:1][C:2]1[CH:3]=[C:4]([CH:31]=[CH:32][C:33]=1[O:34][CH3:35])[CH2:5][CH:6]1[C:15]2[C:10](=[CH:11][C:12]([O:18][CH3:19])=[C:13]([O:16][CH3:17])[CH:14]=2)[CH2:9][CH2:8][N:7]1[CH2:20][C:21]([NH:23][CH2:24][C:25]1[CH:30]=[CH:29][CH:28]=[CH:27][CH:26]=1)=[O:22], predict the reactants needed to synthesize it. The reactants are: [OH:1][C:2]1[CH:3]=[C:4]([CH:31]=[CH:32][C:33]=1[O:34][CH3:35])[CH2:5][CH:6]1[C:15]2[C:10](=[CH:11][C:12]([O:18][CH3:19])=[C:13]([O:16][CH3:17])[CH:14]=2)[CH2:9][CH2:8][N:7]1[CH2:20][C:21]([NH:23][CH2:24][C:25]1[CH:30]=[CH:29][CH:28]=[CH:27][CH:26]=1)=[O:22].Br[CH2:37][CH2:38][CH2:39][F:40]. (2) Given the product [Cl:16][C:10]1[CH:9]=[C:8]([N:5]2[C:6]([CH3:7])=[C:2]([NH:1][C:23](=[O:24])[C:22]3[CH:26]=[CH:27][C:19]([F:18])=[CH:20][CH:21]=3)[C:3]([CH3:17])=[N:4]2)[CH:15]=[CH:14][C:11]=1[C:12]#[N:13], predict the reactants needed to synthesize it. The reactants are: [NH2:1][C:2]1[C:3]([CH3:17])=[N:4][N:5]([C:8]2[CH:15]=[CH:14][C:11]([C:12]#[N:13])=[C:10]([Cl:16])[CH:9]=2)[C:6]=1[CH3:7].[F:18][C:19]1[CH:27]=[CH:26][C:22]([C:23](Cl)=[O:24])=[CH:21][CH:20]=1. (3) Given the product [NH2:22][C:23]1[N:24]=[CH:25][C:26]([C:7]2[CH:6]=[C:5]3[C:10]([C:2]([CH3:1])([CH3:21])[C:3](=[O:20])[NH:4]3)=[CH:9][CH:8]=2)=[CH:27][CH:28]=1, predict the reactants needed to synthesize it. The reactants are: [CH3:1][C:2]1([CH3:21])[C:10]2[C:5](=[CH:6][C:7](B3OC(C)(C)C(C)(C)O3)=[CH:8][CH:9]=2)[NH:4][C:3]1=[O:20].[NH2:22][C:23]1[CH:28]=[CH:27][C:26](Br)=[CH:25][N:24]=1.